The task is: Predict the reaction yield, written as a fraction of the theoretical maximum amount of product (1.0 means a 100% yield; for example, 0.34 means a 34% yield).. This data is from Reaction yield outcomes from USPTO patents with 853,638 reactions. (1) The reactants are [C:1]([O:5][C:6]([N:8]1[CH2:13][CH2:12][C:11](=[C:14]([Br:24])[C:15]2[CH:20]=[CH:19][C:18]([C:21](O)=[O:22])=[CH:17][CH:16]=2)[CH2:10][CH2:9]1)=[O:7])([CH3:4])([CH3:3])[CH3:2].C(OC(Cl)=O)C(C)C.[CH2:33]([NH:35][CH2:36][CH3:37])[CH3:34]. The catalyst is ClCCl. The product is [C:1]([O:5][C:6]([N:8]1[CH2:13][CH2:12][C:11](=[C:14]([Br:24])[C:15]2[CH:16]=[CH:17][C:18]([C:21](=[O:22])[N:35]([CH2:36][CH3:37])[CH2:33][CH3:34])=[CH:19][CH:20]=2)[CH2:10][CH2:9]1)=[O:7])([CH3:2])([CH3:3])[CH3:4]. The yield is 0.730. (2) The reactants are CN(C(ON1N=NC2C=CC=CC1=2)=[N+](C)C)C.[B-](F)(F)(F)F.[CH3:23][C@@H:24]1[CH2:29][N:28]([C:30]2[O:31][C:32]3[C:37]([C:38](=[O:40])[CH:39]=2)=[CH:36][C:35]([C:41]([OH:43])=O)=[CH:34][C:33]=3[CH:44]2[CH2:48][CH2:47][CH2:46][N:45]2[C:49]2[CH:54]=[CH:53][CH:52]=[CH:51][CH:50]=2)[CH2:27][CH2:26][O:25]1.CCN(C(C)C)C(C)C.[NH:64]1[CH2:69][CH2:68][O:67][CH2:66][CH2:65]1. The catalyst is CC(N(C)C)=O. The product is [CH3:23][C@@H:24]1[CH2:29][N:28]([C:30]2[O:31][C:32]3[C:37]([C:38](=[O:40])[CH:39]=2)=[CH:36][C:35]([C:41]([N:64]2[CH2:69][CH2:68][O:67][CH2:66][CH2:65]2)=[O:43])=[CH:34][C:33]=3[CH:44]2[CH2:48][CH2:47][CH2:46][N:45]2[C:49]2[CH:50]=[CH:51][CH:52]=[CH:53][CH:54]=2)[CH2:27][CH2:26][O:25]1. The yield is 0.650. (3) The reactants are [CH:1]1([C@H:4]([O:6][C:7](=[O:31])[NH:8][C:9]2[CH:14]=[CH:13][C:12]([C:15]3[N:16]([CH:27]4[CH2:30][CH2:29][CH2:28]4)[C:17]4[C:22]([C:23]=3[C:24]#[N:25])=[CH:21][CH:20]=[C:19]([OH:26])[CH:18]=4)=[CH:11][CH:10]=2)[CH3:5])[CH2:3][CH2:2]1.C([O-])([O-])=O.[Cs+].[Cs+].Cl[C:39]1[N:44]=[CH:43][CH:42]=[CH:41][N:40]=1.O. The catalyst is CN(C=O)C. The product is [CH:1]1([C@H:4]([O:6][C:7](=[O:31])[NH:8][C:9]2[CH:14]=[CH:13][C:12]([C:15]3[N:16]([CH:27]4[CH2:28][CH2:29][CH2:30]4)[C:17]4[C:22]([C:23]=3[C:24]#[N:25])=[CH:21][CH:20]=[C:19]([O:26][C:39]3[N:44]=[CH:43][CH:42]=[CH:41][N:40]=3)[CH:18]=4)=[CH:11][CH:10]=2)[CH3:5])[CH2:3][CH2:2]1. The yield is 0.740. (4) The product is [Cl:23][C:24]1[CH:25]=[CH:26][C:27]([C:30]([NH:1][C:2]2[CH:7]=[C:6]([C@:8]3([CH3:20])[C:14]([F:15])([F:16])[C:13]([CH3:17])([CH3:18])[O:12][CH2:11][C:10](=[S:19])[NH:9]3)[C:5]([F:21])=[CH:4][C:3]=2[F:22])=[O:31])=[N:28][CH:29]=1. No catalyst specified. The reactants are [NH2:1][C:2]1[C:3]([F:22])=[CH:4][C:5]([F:21])=[C:6]([C@:8]2([CH3:20])[C:14]([F:16])([F:15])[C:13]([CH3:18])([CH3:17])[O:12][CH2:11][C:10](=[S:19])[NH:9]2)[CH:7]=1.[Cl:23][C:24]1[CH:25]=[CH:26][C:27]([C:30](O)=[O:31])=[N:28][CH:29]=1. The yield is 0.910. (5) The yield is 0.580. The catalyst is ClCCl. The reactants are [C:1]([C:3]1[CH:4]=[C:5]([CH:16]=[CH:17][CH:18]=1)[O:6][C:7]1[CH:15]=[CH:14][C:10](C(O)=O)=[CH:9][CH:8]=1)#[N:2].Cl.C(N=C=NCCC[N:28]([CH3:30])C)C.[OH:31]N1C2C=CC=CC=2N=N1.C(N(CC)CC)C.N[CH2:49][C:50]1[C:51]([OH:58])=[N:52][C:53]([CH3:57])=[CH:54][C:55]=1[CH3:56]. The product is [C:30]([C:14]1[CH:15]=[C:7]([CH:8]=[CH:9][CH:10]=1)[O:6][C:5]1[CH:4]=[C:3]([CH:18]=[CH:17][CH:16]=1)[C:1]([NH:2][CH2:49][C:50]1[C:51]([OH:58])=[N:52][C:53]([CH3:57])=[CH:54][C:55]=1[CH3:56])=[O:31])#[N:28]. (6) The reactants are [CH3:1][C:2]1[N:7]=[CH:6][C:5]([CH2:8]O)=[CH:4][CH:3]=1.S(Cl)([Cl:12])=O. The catalyst is C1(C)C=CC=CC=1. The product is [ClH:12].[Cl:12][CH2:8][C:5]1[CH:4]=[CH:3][C:2]([CH3:1])=[N:7][CH:6]=1. The yield is 0.920. (7) The reactants are [Cl:1][C:2]1[CH:7]=[CH:6][C:5]([CH2:8][C:9]#[N:10])=[CH:4][C:3]=1[OH:11].C([O-])([O-])=O.[K+].[K+].[CH:18]1[CH:23]=[CH:22][C:21]([CH2:24]Br)=[CH:20][CH:19]=1. The catalyst is CC#N. The product is [CH2:24]([O:11][C:3]1[CH:4]=[C:5]([CH2:8][C:9]#[N:10])[CH:6]=[CH:7][C:2]=1[Cl:1])[C:21]1[CH:22]=[CH:23][CH:18]=[CH:19][CH:20]=1. The yield is 0.600.